Dataset: Forward reaction prediction with 1.9M reactions from USPTO patents (1976-2016). Task: Predict the product of the given reaction. (1) Given the reactants [O-]P([O-])([O-])=O.[K+].[K+].[K+].[CH2:9]([NH:16][C:17]([NH2:19])=[O:18])[C:10]1[CH:15]=[CH:14][CH:13]=[CH:12][CH:11]=1.Br[C:21]1[CH:22]=[C:23]([CH:25]=[CH:26][CH:27]=1)[NH2:24].CNCCNC, predict the reaction product. The product is: [CH2:9]([NH:16][C:17]([NH:19][C:21]1[CH:27]=[CH:26][CH:25]=[C:23]([NH2:24])[CH:22]=1)=[O:18])[C:10]1[CH:15]=[CH:14][CH:13]=[CH:12][CH:11]=1. (2) Given the reactants [O:1]=[C:2]1[C:10]2[C:5](=[CH:6][CH:7]=[CH:8][CH:9]=2)[C:4](=[O:11])[N:3]1[CH2:12][CH2:13][CH2:14][CH2:15][CH2:16][CH2:17][CH2:18][CH2:19][CH2:20][CH2:21][CH2:22][CH2:23][P:24](=[O:31])([O:28]CC)[O:25]CC.Br[Si](C)(C)C.O, predict the reaction product. The product is: [O:11]=[C:4]1[C:5]2[C:10](=[CH:9][CH:8]=[CH:7][CH:6]=2)[C:2](=[O:1])[N:3]1[CH2:12][CH2:13][CH2:14][CH2:15][CH2:16][CH2:17][CH2:18][CH2:19][CH2:20][CH2:21][CH2:22][CH2:23][P:24](=[O:25])([OH:31])[OH:28].